This data is from Full USPTO retrosynthesis dataset with 1.9M reactions from patents (1976-2016). The task is: Predict the reactants needed to synthesize the given product. (1) Given the product [C:27]1([CH:26]([NH:33][CH:18]([CH3:20])[CH2:17][CH2:16][C:15]([O:22][CH2:23][CH3:24])=[O:21])[CH3:25])[CH:32]=[CH:31][CH:30]=[CH:29][CH:28]=1, predict the reactants needed to synthesize it. The reactants are: [BH-](OC(C)=O)(OC(C)=O)OC(C)=O.[Na+].[C:15]([O:22][CH2:23][CH3:24])(=[O:21])[CH2:16][CH2:17][C:18]([CH3:20])=O.[CH3:25][CH:26]([NH2:33])[C:27]1[CH:32]=[CH:31][CH:30]=[CH:29][CH:28]=1. (2) Given the product [CH3:11][N:12]([CH3:21])[C:13]1[CH:20]=[CH:19][C:16](/[CH:17]=[CH:1]/[C:2]([C:4]2[CH:9]=[CH:8][C:7]([F:10])=[CH:6][CH:5]=2)=[O:3])=[CH:15][CH:14]=1, predict the reactants needed to synthesize it. The reactants are: [CH3:1][C:2]([C:4]1[CH:9]=[CH:8][C:7]([F:10])=[CH:6][CH:5]=1)=[O:3].[CH3:11][N:12]([CH3:21])[C:13]1[CH:20]=[CH:19][C:16]([CH:17]=O)=[CH:15][CH:14]=1.[OH-].[K+]. (3) Given the product [F:1][C:2]1[CH:10]=[C:9]2[C:5]([C:6]([N:11]=[C:12]=[S:13])=[N:7][NH:8]2)=[CH:4][CH:3]=1, predict the reactants needed to synthesize it. The reactants are: [F:1][C:2]1[CH:10]=[C:9]2[C:5]([C:6]([NH2:11])=[N:7][NH:8]2)=[CH:4][CH:3]=1.[C:12](N1C=CC=CC1=O)(N1C=CC=CC1=O)=[S:13]. (4) Given the product [Cl:1][C:2]1[N:7]=[C:6]([NH:8][NH:9][C:10](=[O:30])[C@H:11]([CH2:24][CH:25]2[CH2:29][CH2:28][CH2:27][CH2:26]2)[CH2:12][N:13]([OH:16])[CH:14]=[O:15])[C:5]([F:31])=[C:4]([N:32]2[CH2:37][CH:36]3[C:34]([N:38]([CH3:40])[CH3:39])([CH2:35]3)[CH2:33]2)[N:3]=1, predict the reactants needed to synthesize it. The reactants are: [Cl:1][C:2]1[N:7]=[C:6]([NH:8][NH:9][C:10](=[O:30])[C@H:11]([CH2:24][CH:25]2[CH2:29][CH2:28][CH2:27][CH2:26]2)[CH2:12][N:13]([O:16]CC2C=CC=CC=2)[CH:14]=[O:15])[C:5]([F:31])=[C:4]([N:32]2[CH2:37][CH:36]3[C:34]([N:38]([CH3:40])[CH3:39])([CH2:35]3)[CH2:33]2)[N:3]=1. (5) Given the product [CH:1]1([CH2:4][O:5][C:6]2[N:11]=[CH:10][C:9]([CH2:12][OH:13])=[C:8]([CH3:19])[CH:7]=2)[CH2:2][CH2:3]1, predict the reactants needed to synthesize it. The reactants are: [CH:1]1([CH2:4][O:5][C:6]2[N:11]=[CH:10][C:9]([C:12](OCC3CC3)=[O:13])=[C:8]([CH3:19])[CH:7]=2)[CH2:3][CH2:2]1.[H-].[Al+3].[Li+].[H-].[H-].[H-].O.O.O.O.O.O.O.O.O.O.S([O-])([O-])(=O)=O.[Na+].[Na+]. (6) Given the product [Cl:56][C@@H:6]1[CH2:5][N:4]([C:9](=[O:33])[C@@H:10]([NH:15][C:16]([O:18][CH2:19][C:20]2[C:32]3[CH2:31][C:30]4[C:25](=[CH:26][CH:27]=[CH:28][CH:29]=4)[C:24]=3[CH:23]=[CH:22][CH:21]=2)=[O:17])[C@@H:11]([CH3:14])[CH2:12][CH3:13])[C@H:3]([C:1]#[N:2])[CH2:7]1, predict the reactants needed to synthesize it. The reactants are: [C:1]([C@@H:3]1[CH2:7][C@@H:6](O)[CH2:5][N:4]1[C:9](=[O:33])[C@@H:10]([NH:15][C:16]([O:18][CH2:19][C:20]1[C:32]2[CH2:31][C:30]3[C:25](=[CH:26][CH:27]=[CH:28][CH:29]=3)[C:24]=2[CH:23]=[CH:22][CH:21]=1)=[O:17])[C@@H:11]([CH3:14])[CH2:12][CH3:13])#[N:2].C1(P(C2C=CC=CC=2)C2C=CC=CC=2)C=CC=CC=1.C(O)C.[Cl:56]CCl. (7) Given the product [CH3:16][Si:15]([CH3:18])([CH3:17])[CH2:14][CH2:13][O:12][CH2:11][N:8]1[C:5]2=[N:6][CH:7]=[C:2]([S:24]([CH2:23][CH2:22][C:21]([O:20][CH3:19])=[O:27])(=[O:26])=[O:25])[CH:3]=[C:4]2[CH:10]=[CH:9]1, predict the reactants needed to synthesize it. The reactants are: Br[C:2]1[CH:3]=[C:4]2[CH:10]=[CH:9][N:8]([CH2:11][O:12][CH2:13][CH2:14][Si:15]([CH3:18])([CH3:17])[CH3:16])[C:5]2=[N:6][CH:7]=1.[CH3:19][O:20][C:21](=[O:27])[CH2:22][CH2:23][S:24]([O-:26])=[O:25].[Na+].CS(C)=O.[Si](C=[N+]=[N-])(C)(C)C.